Dataset: Hepatocyte clearance measurements from AstraZeneca. Task: Regression/Classification. Given a drug SMILES string, predict its absorption, distribution, metabolism, or excretion properties. Task type varies by dataset: regression for continuous measurements (e.g., permeability, clearance, half-life) or binary classification for categorical outcomes (e.g., BBB penetration, CYP inhibition). For this dataset (clearance_hepatocyte_az), we predict log10(clearance) (log10 of the in vitro intrinsic clearance, CLint, in uL/min per 10^6 hepatocytes; values are censored to the assay range of 3 to 150, which is 0.477 to 2.18 on this log10 scale). (1) The compound is CCC(CC)NC(=O)c1cnn(-c2ccccn2)c1NS(=O)(=O)c1ccc(C)cc1. The log10(clearance) is 1.00. (2) The molecule is CC(CCc1cccc(OCc2ccc3ccccc3n2)c1)CC(=O)O. The log10(clearance) is 2.02. (3) The compound is O=C(c1ccc(F)cc1)C1CCN(CCn2c(=O)[nH]c3ccccc3c2=O)CC1. The log10(clearance) is 1.39. (4) The drug is COc1ccc2c(Oc3ccc(CC(=O)Nc4cn(C)nc4C)c(OC)c3)ccnc2c1. The log10(clearance) is 1.37. (5) The molecule is Cc1nc2ccc(Oc3ccc(F)cc3)cc2c(=O)n1C[C@H]1CCCN(C(C)C)C1. The log10(clearance) is 1.02. (6) The drug is CC(CO)(CO)Nc1nc(SCc2cccc(F)c2F)nc2nc(N)sc12. The log10(clearance) is 0.690. (7) The drug is CCc1cccc2cc(C(O)CNC(C)(C)C)oc12. The log10(clearance) is 2.18.